This data is from Full USPTO retrosynthesis dataset with 1.9M reactions from patents (1976-2016). The task is: Predict the reactants needed to synthesize the given product. (1) Given the product [Cl:26][CH2:25][CH2:24][CH2:23][O:1][C:2]1[CH:3]=[CH:4][C:5]([C:6]([C:8]2[CH:13]=[CH:12][CH:11]=[CH:10][CH:9]=2)=[O:7])=[CH:14][CH:15]=1, predict the reactants needed to synthesize it. The reactants are: [OH:1][C:2]1[CH:15]=[CH:14][C:5]([C:6]([C:8]2[CH:13]=[CH:12][CH:11]=[CH:10][CH:9]=2)=[O:7])=[CH:4][CH:3]=1.C(=O)([O-])[O-].[K+].[K+].Br[CH2:23][CH2:24][CH2:25][Cl:26]. (2) Given the product [CH2:1]([O:8][C:9]1[C:10]([O:18][CH3:19])=[CH:11][C:12]([Br:17])=[C:13]([CH:14]([C:23]2[CH:24]=[CH:25][C:20]([CH3:28])=[CH:21][CH:22]=2)[OH:15])[CH:16]=1)[C:2]1[CH:3]=[CH:4][CH:5]=[CH:6][CH:7]=1, predict the reactants needed to synthesize it. The reactants are: [CH2:1]([O:8][C:9]1[C:10]([O:18][CH3:19])=[CH:11][C:12]([Br:17])=[C:13]([CH:16]=1)[CH:14]=[O:15])[C:2]1[CH:7]=[CH:6][CH:5]=[CH:4][CH:3]=1.[C:20]1([CH3:28])[CH:25]=[CH:24][C:23]([Mg]Br)=[CH:22][CH:21]=1.[Cl-].[NH4+].Cl. (3) Given the product [Li+:13].[Br:11][C:8]1[CH:9]=[CH:10][C:5]([C:3]([O-:4])=[O:2])=[N:6][CH:7]=1, predict the reactants needed to synthesize it. The reactants are: C[O:2][C:3]([C:5]1[CH:10]=[CH:9][C:8]([Br:11])=[CH:7][N:6]=1)=[O:4].[OH-].[Li+:13]. (4) The reactants are: [N:1]([CH2:4][C:5]1[CH:6]=[C:7]([CH:10]=[C:11]([C:13]([F:16])([F:15])[F:14])[CH:12]=1)[C:8]#[N:9])=[N+]=[N-].CP(C)C. Given the product [NH2:1][CH2:4][C:5]1[CH:6]=[C:7]([CH:10]=[C:11]([C:13]([F:14])([F:15])[F:16])[CH:12]=1)[C:8]#[N:9], predict the reactants needed to synthesize it. (5) Given the product [Cl:31][C:29]1[CH:28]=[CH:27][C:26]([F:32])=[C:25]([C:23]2[O:22][N:21]=[C:20]([CH:19]3[S:18][C:9]4=[N:10][N:11]=[C:12]([C:13]5[S:14][CH:15]=[CH:16][CH:17]=5)[N:8]4[CH2:7][CH2:6]3)[N:24]=2)[CH:30]=1, predict the reactants needed to synthesize it. The reactants are: CS(O[CH2:6][CH2:7][N:8]1[C:12]([C:13]2[S:14][CH:15]=[CH:16][CH:17]=2)=[N:11][N:10]=[C:9]1[S:18][CH2:19][C:20]1[N:24]=[C:23]([C:25]2[CH:30]=[C:29]([Cl:31])[CH:28]=[CH:27][C:26]=2[F:32])[O:22][N:21]=1)(=O)=O.[H-].[Na+].CO. (6) Given the product [NH2:8][CH2:9][C:10]1[O:14][C:13]([C:15]([O:17][CH2:18][CH3:19])=[O:16])=[N:12][N:11]=1, predict the reactants needed to synthesize it. The reactants are: C(OC([NH:8][CH2:9][C:10]1[O:14][C:13]([C:15]([O:17][CH2:18][CH3:19])=[O:16])=[N:12][N:11]=1)=O)(C)(C)C.Cl. (7) Given the product [F:26][C:23]([F:24])([F:25])[C:21]1[CH:20]=[CH:19][C:18]([O:27][CH2:28][C:29]2[CH:34]=[CH:33][C:32]([F:35])=[CH:31][C:30]=2[Cl:36])=[C:17]([C:12]2[N:11]([C:7]3[CH:6]=[C:5]([CH:10]=[CH:9][CH:8]=3)[C:4]([OH:37])=[O:3])[C:15]([CH3:16])=[CH:14][CH:13]=2)[CH:22]=1, predict the reactants needed to synthesize it. The reactants are: C([O:3][C:4](=[O:37])[C:5]1[CH:10]=[CH:9][CH:8]=[C:7]([N:11]2[C:15]([CH3:16])=[CH:14][CH:13]=[C:12]2[C:17]2[CH:22]=[C:21]([C:23]([F:26])([F:25])[F:24])[CH:20]=[CH:19][C:18]=2[O:27][CH2:28][C:29]2[CH:34]=[CH:33][C:32]([F:35])=[CH:31][C:30]=2[Cl:36])[CH:6]=1)C.[OH-].[Na+].CCO.